This data is from Reaction yield outcomes from USPTO patents with 853,638 reactions. The task is: Predict the reaction yield, written as a fraction of the theoretical maximum amount of product (1.0 means a 100% yield; for example, 0.34 means a 34% yield). The reactants are [NH2:1][C:2]1[S:3][CH:4]=[CH:5][N:6]=1.C[O:8][C:9](=O)[CH:10]([C:24]1[CH:29]=[CH:28][C:27]([S:30]([CH3:33])(=[O:32])=[O:31])=[CH:26][CH:25]=1)[CH2:11][CH:12]1[CH2:16][CH2:15][CH:14]([O:17][CH:18]2[CH2:23][CH2:22][CH2:21][CH2:20][O:19]2)[CH2:13]1.C[O-].[Mg+2].C[O-].CO. No catalyst specified. The product is [CH3:33][S:30]([C:27]1[CH:26]=[CH:25][C:24]([CH:10]([CH2:11][CH:12]2[CH2:16][CH2:15][CH:14]([O:17][CH:18]3[CH2:23][CH2:22][CH2:21][CH2:20][O:19]3)[CH2:13]2)[C:9]([NH:1][C:2]2[S:3][CH:4]=[CH:5][N:6]=2)=[O:8])=[CH:29][CH:28]=1)(=[O:32])=[O:31]. The yield is 0.400.